Predict which catalyst facilitates the given reaction. From a dataset of Catalyst prediction with 721,799 reactions and 888 catalyst types from USPTO. (1) Reactant: [OH:1][CH:2]([C:14]1[CH:19]=[CH:18][CH:17]=[CH:16][CH:15]=1)[CH2:3][N:4]1[C:8]2[N:9]=[CH:10][NH:11][C:12](=O)[C:7]=2[CH:6]=[N:5]1.C1C(=O)N([Br:27])C(=O)C1.CN(C)P(N(C)C)N(C)C.[Li+].[Br-]. Product: [Br:27][C:12]1[N:11]=[CH:10][N:9]=[C:8]2[N:4]([CH2:3][CH:2]([C:14]3[CH:19]=[CH:18][CH:17]=[CH:16][CH:15]=3)[OH:1])[N:5]=[CH:6][C:7]=12. The catalyst class is: 10. (2) Reactant: [CH2:1]([O:8][C:9]1[CH:17]=[CH:16][C:12]([C:13](O)=[O:14])=[CH:11][CH:10]=1)[CH2:2][CH2:3][CH2:4][CH2:5][CH2:6][CH3:7].C(N1C=CN=C1)(N1C=CN=C1)=O.O.[NH2:31][NH2:32]. Product: [CH2:1]([O:8][C:9]1[CH:17]=[CH:16][C:12]([C:13]([NH:31][NH2:32])=[O:14])=[CH:11][CH:10]=1)[CH2:2][CH2:3][CH2:4][CH2:5][CH2:6][CH3:7]. The catalyst class is: 1. (3) The catalyst class is: 3. Product: [N:44]1([C:12]2[C:11]([CH2:10][C:9]3[CH:8]=[CH:7][C:6]([N:1]4[CH:5]=[CH:4][CH:3]=[N:2]4)=[CH:43][CH:42]=3)=[C:20]([Cl:21])[C:19]3[C:14](=[C:15]([CH3:40])[CH:16]=[C:17]([C:22]([C:34]4[N:38]([CH3:39])[CH:37]=[N:36][CH:35]=4)([C:24]4[CH:25]=[N:26][C:27]([C:30]([F:33])([F:32])[F:31])=[CH:28][CH:29]=4)[OH:23])[CH:18]=3)[N:13]=2)[CH2:47][CH2:46][CH2:45]1. Reactant: [N:1]1([C:6]2[CH:43]=[CH:42][C:9]([CH2:10][C:11]3[C:12](Cl)=[N:13][C:14]4[C:19]([C:20]=3[Cl:21])=[CH:18][C:17]([C:22]([C:34]3[N:38]([CH3:39])[CH:37]=[N:36][CH:35]=3)([C:24]3[CH:25]=[N:26][C:27]([C:30]([F:33])([F:32])[F:31])=[CH:28][CH:29]=3)[OH:23])=[CH:16][C:15]=4[CH3:40])=[CH:8][CH:7]=2)[CH:5]=[CH:4][CH:3]=[N:2]1.[NH:44]1[CH2:47][CH2:46][CH2:45]1.